This data is from Blood-brain barrier penetration binary classification data from Martins et al.. The task is: Regression/Classification. Given a drug SMILES string, predict its absorption, distribution, metabolism, or excretion properties. Task type varies by dataset: regression for continuous measurements (e.g., permeability, clearance, half-life) or binary classification for categorical outcomes (e.g., BBB penetration, CYP inhibition). Dataset: bbb_martins. The molecule is COCc1c(C(C)C)nc(C(C)C)c(/C=C/[C@@H](O)C[C@@H](O)CC(=O)O)c1-c1ccc(F)cc1. The result is 1 (penetrates BBB).